The task is: Predict the product of the given reaction.. This data is from Forward reaction prediction with 1.9M reactions from USPTO patents (1976-2016). (1) Given the reactants [Br:1][C:2]1[CH:3]=[N:4][CH:5]=[C:6]([CH:9]=1)[CH:7]=[O:8].C([O-])([O-])=O.[K+].[K+].CC1C=CC(S([CH2:26][N+:27]#[C-:28])(=O)=O)=CC=1, predict the reaction product. The product is: [Br:1][C:2]1[CH:9]=[C:6]([C:7]2[O:8][CH:28]=[N:27][CH:26]=2)[CH:5]=[N:4][CH:3]=1. (2) Given the reactants [CH2:1]([O:3][C:4]1[CH:5]=[C:6]([CH:9]=[CH:10][C:11]=1[OH:12])[CH:7]=[O:8])[CH3:2].[OH-].[Na+].[CH2:15](Cl)[C:16]1[CH:21]=[CH:20][CH:19]=[CH:18][CH:17]=1, predict the reaction product. The product is: [CH2:15]([O:12][C:11]1[CH:10]=[CH:9][C:6]([CH:7]=[O:8])=[CH:5][C:4]=1[O:3][CH2:1][CH3:2])[C:16]1[CH:21]=[CH:20][CH:19]=[CH:18][CH:17]=1. (3) Given the reactants [CH3:1][O:2][C:3](=[O:26])[C@H:4]([CH2:22][CH2:23][S:24][CH3:25])[NH:5][C:6](=[O:21])[C:7]1[CH:12]=[CH:11][C:10]([CH:13]=O)=[CH:9][C:8]=1[C:15]1[CH:20]=[CH:19][CH:18]=[CH:17][CH:16]=1.[NH2:27][C:28]1[CH:33]=[CH:32][CH:31]=[CH:30][N:29]=1.[BH3-]C#N.[Na+].C([O-])(O)=O.[Na+], predict the reaction product. The product is: [CH3:1][O:2][C:3](=[O:26])[C@H:4]([CH2:22][CH2:23][S:24][CH3:25])[NH:5][C:6](=[O:21])[C:7]1[CH:12]=[CH:11][C:10](=[CH:13][C:33]2[C:28]([NH2:27])=[N:29][CH:30]=[CH:31][CH:32]=2)[CH2:9][C:8]=1[C:15]1[CH:16]=[CH:17][CH:18]=[CH:19][CH:20]=1.